This data is from Reaction yield outcomes from USPTO patents with 853,638 reactions. The task is: Predict the reaction yield, written as a fraction of the theoretical maximum amount of product (1.0 means a 100% yield; for example, 0.34 means a 34% yield). (1) The reactants are [Br:1][C:2]1[CH:7]=[CH:6][N:5]=[C:4]2[NH:8][CH:9]=[CH:10][C:3]=12.FC(S(OS(C(F)(F)F)(=O)=O)(=O)=[O:16])(F)F.N1[C:30]2=[N+]([O-])C=C[CH:34]=[C:29]2[CH:28]=C1.CN(C)[CH:38]=[O:39]. The catalyst is [Br-].C([N+](CCCC)(CCCC)CCCC)CCC. The product is [Br:1][C:2]1[CH:7]=[CH:6][N:5]=[C:4]2[N:8]([C:38]([O:39][C:29]([CH3:30])([CH3:34])[CH3:28])=[O:16])[CH:9]=[CH:10][C:3]=12. The yield is 0.343. (2) The catalyst is C(Cl)Cl. The yield is 0.570. The product is [CH3:1][N:2]1[CH:6]=[C:5]([C:7]2[CH:8]=[C:9]3[C:14](=[CH:15][CH:16]=2)[N:13]([C:17]2[C:21]4[CH2:22][N:23]([C:36]([NH2:35])=[O:37])[CH2:24][CH2:25][C:20]=4[N:19]([C@H:26]4[CH2:30][CH2:29][O:28][CH2:27]4)[N:18]=2)[CH2:12][CH2:11][CH2:10]3)[CH:4]=[N:3]1. The reactants are [CH3:1][N:2]1[CH:6]=[C:5]([C:7]2[CH:8]=[C:9]3[C:14](=[CH:15][CH:16]=2)[N:13]([C:17]2[C:21]4[CH2:22][NH:23][CH2:24][CH2:25][C:20]=4[N:19]([C@H:26]4[CH2:30][CH2:29][O:28][CH2:27]4)[N:18]=2)[CH2:12][CH2:11][CH2:10]3)[CH:4]=[N:3]1.C[Si]([N:35]=[C:36]=[O:37])(C)C. (3) The reactants are [C:1]([C:4]1[CH:5]=[C:6]([CH:17]=[CH:18][C:19]=1[O:20][CH3:21])[O:7][C:8]1[CH:13]=[CH:12][C:11]([N+:14]([O-:16])=[O:15])=[CH:10][CH:9]=1)(O)=[O:2].O=S(Cl)Cl.[CH3:26][NH2:27].[OH-].[Na+]. The catalyst is C(Cl)Cl. The product is [CH3:26][NH:27][C:1]([C:4]1[CH:5]=[C:6]([CH:17]=[CH:18][C:19]=1[O:20][CH3:21])[O:7][C:8]1[CH:13]=[CH:12][C:11]([N+:14]([O-:16])=[O:15])=[CH:10][CH:9]=1)=[O:2]. The yield is 0.950. (4) The reactants are [CH3:1][O:2][C:3]1[CH:4]=[C:5]([CH:7]=[CH:8][CH:9]=1)[NH2:6].[N:10]([O-])=O.[Na+].C([O-])(=O)C.[Na+].[C:19]([CH2:22][C:23](=[O:25])[CH3:24])(=[O:21])[CH3:20]. The catalyst is C(O)(=O)C.Cl.O.C(O)C. The product is [CH3:1][O:2][C:3]1[CH:4]=[C:5]([NH:6][N:10]=[C:22]([C:23](=[O:25])[CH3:24])[C:19](=[O:21])[CH3:20])[CH:7]=[CH:8][CH:9]=1. The yield is 0.440.